This data is from Reaction yield outcomes from USPTO patents with 853,638 reactions. The task is: Predict the reaction yield, written as a fraction of the theoretical maximum amount of product (1.0 means a 100% yield; for example, 0.34 means a 34% yield). (1) The reactants are [F:1][C:2]1[CH:3]=[CH:4][CH:5]=[C:6]2[C:10]=1[N:9]([CH2:11][CH:12]1[CH2:17][CH2:16][NH:15][CH2:14][CH2:13]1)[C:8](=[O:18])[C:7]12[C:22]2=[CH:23][C:24]3[O:28][CH2:27][O:26][C:25]=3[CH:29]=[C:21]2[O:20][CH2:19]1.C(N(CC)CC)C.[CH3:37][C:38]([CH3:40])=O.C(O[BH-](OC(=O)C)OC(=O)C)(=O)C.[Na+]. The catalyst is ClCCl. The product is [F:1][C:2]1[CH:3]=[CH:4][CH:5]=[C:6]2[C:10]=1[N:9]([CH2:11][CH:12]1[CH2:17][CH2:16][N:15]([CH:38]([CH3:40])[CH3:37])[CH2:14][CH2:13]1)[C:8](=[O:18])[C:7]12[C:22]2=[CH:23][C:24]3[O:28][CH2:27][O:26][C:25]=3[CH:29]=[C:21]2[O:20][CH2:19]1. The yield is 0.690. (2) The reactants are [NH2:1][C:2]1[N:6]([C:7]2[CH:12]=[CH:11][C:10]([OH:13])=[CH:9][CH:8]=2)[N:5]=[C:4]([C:14]([CH3:17])([CH3:16])[CH3:15])[CH:3]=1.[C:18]([O:22][C:23]([N:25]1[CH2:30][CH2:29][CH:28]([CH2:31][CH2:32]O)[CH2:27][CH2:26]1)=[O:24])([CH3:21])([CH3:20])[CH3:19].C1CCN(C(N=NC(N2CCCCC2)=O)=O)CC1.C1(P(C2C=CC=CC=2)C2C=CC=CC=2)C=CC=CC=1. The catalyst is C1COCC1. The product is [C:18]([O:22][C:23]([N:25]1[CH2:30][CH2:29][CH:28]([CH2:31][CH2:32][O:13][C:10]2[CH:11]=[CH:12][C:7]([N:6]3[C:2]([NH2:1])=[CH:3][C:4]([C:14]([CH3:17])([CH3:16])[CH3:15])=[N:5]3)=[CH:8][CH:9]=2)[CH2:27][CH2:26]1)=[O:24])([CH3:21])([CH3:20])[CH3:19]. The yield is 0.830. (3) The reactants are [NH2:1][C@@H:2]([CH2:14][N:15]([CH3:17])[CH3:16])[CH2:3][C:4]([O:6][CH2:7][C:8]1[CH:13]=[CH:12][CH:11]=[CH:10][CH:9]=1)=[O:5].C(N(CC)CC)C.[O:25]([C:32]1[N:37]=[CH:36][C:35]([S:38](Cl)(=[O:40])=[O:39])=[CH:34][CH:33]=1)[C:26]1[CH:31]=[CH:30][CH:29]=[CH:28][CH:27]=1. The catalyst is CN(C1C=CN=CC=1)C.C(Cl)Cl. The product is [CH3:17][N:15]([CH3:16])[CH2:14][C@H:2]([NH:1][S:38]([C:35]1[CH:36]=[N:37][C:32]([O:25][C:26]2[CH:31]=[CH:30][CH:29]=[CH:28][CH:27]=2)=[CH:33][CH:34]=1)(=[O:39])=[O:40])[CH2:3][C:4]([O:6][CH2:7][C:8]1[CH:13]=[CH:12][CH:11]=[CH:10][CH:9]=1)=[O:5]. The yield is 0.370. (4) The reactants are [Si]([O:18][CH:19]1[CH2:22][N:21]([C:23]2[S:24][CH:25]=[C:26]([C:28]([N:30]3[CH2:33][CH:32]([NH:34][C:35]([O:37][CH2:38][C:39]4[CH:44]=[CH:43][C:42]([N+:45]([O-:47])=[O:46])=[CH:41][CH:40]=4)=[O:36])[CH2:31]3)=[O:29])[N:27]=2)[CH2:20]1)(C(C)(C)C)(C1C=CC=CC=1)C1C=CC=CC=1.C(O)(=O)C.[F-].C([N+](CCCC)(CCCC)CCCC)CCC. The catalyst is O1CCCC1. The product is [OH:18][CH:19]1[CH2:22][N:21]([C:23]2[S:24][CH:25]=[C:26]([C:28]([N:30]3[CH2:31][CH:32]([NH:34][C:35]([O:37][CH2:38][C:39]4[CH:44]=[CH:43][C:42]([N+:45]([O-:47])=[O:46])=[CH:41][CH:40]=4)=[O:36])[CH2:33]3)=[O:29])[N:27]=2)[CH2:20]1. The yield is 0.880.